Dataset: Reaction yield outcomes from USPTO patents with 853,638 reactions. Task: Predict the reaction yield, written as a fraction of the theoretical maximum amount of product (1.0 means a 100% yield; for example, 0.34 means a 34% yield). The reactants are C(NC(C)C)(C)C.C([Li])CCC.[I:13][C:14]1[CH:19]=[CH:18][C:17]([CH2:20][C:21]([OH:23])=[O:22])=[CH:16][CH:15]=1.I[CH2:25][CH:26]1[CH2:30][CH2:29][CH2:28][CH2:27]1. The catalyst is O1CCCC1.CN1CCCN(C)C1=O. The product is [CH:26]1([CH2:25][CH:20]([C:17]2[CH:16]=[CH:15][C:14]([I:13])=[CH:19][CH:18]=2)[C:21]([OH:23])=[O:22])[CH2:30][CH2:29][CH2:28][CH2:27]1. The yield is 0.578.